Task: Regression/Classification. Given a drug SMILES string, predict its absorption, distribution, metabolism, or excretion properties. Task type varies by dataset: regression for continuous measurements (e.g., permeability, clearance, half-life) or binary classification for categorical outcomes (e.g., BBB penetration, CYP inhibition). For this dataset (lipophilicity_astrazeneca), we predict Y.. Dataset: Experimental lipophilicity measurements (octanol/water distribution) for 4,200 compounds from AstraZeneca (1) The drug is CN[C@@H](C)C(=O)N[C@H](C(=O)N[C@H]1CCCN(CCc2ccccc2)C1)C(C)(C)C. The Y is 1.46 logD. (2) The drug is COc1cc(C(CO)CO)ccc1Nc1ncc(Cl)c(-c2cnc3ccccn23)n1. The Y is 3.10 logD. (3) The molecule is CC(NCC(O)c1ccc([N+](=O)[O-])cc1)C12CC3CC(CC(C3)C1)C2. The Y is 3.53 logD. (4) The compound is Cc1ccc2c(c1)c(-c1ccnc3cc(Cl)ccc13)c(C)n2CC(=O)O. The Y is 1.59 logD. (5) The molecule is Cc1ccc(-c2nn(C(C)(C)C)c3ncnc(N)c23)cc1. The Y is 4.10 logD.